This data is from Catalyst prediction with 721,799 reactions and 888 catalyst types from USPTO. The task is: Predict which catalyst facilitates the given reaction. (1) Reactant: C(OC([N:11]1[CH2:15][C@H:14]([CH:16]2[CH2:18][CH2:17]2)[C@H:13]([NH:19][C:20]([O:22][C:23]([CH3:26])([CH3:25])[CH3:24])=[O:21])[CH2:12]1)=O)C1C=CC=CC=1.[H][H]. Product: [C:23]([O:22][C:20]([NH:19][C@H:13]1[C@@H:14]([CH:16]2[CH2:17][CH2:18]2)[CH2:15][NH:11][CH2:12]1)=[O:21])([CH3:26])([CH3:24])[CH3:25]. The catalyst class is: 349. (2) Reactant: [CH:1]1([C:4]2[CH:20]=[CH:19][C:18]([CH:21]3[C@H:26]([O:27]CC4C=CC=CC=4)[C@@H:25]([O:35]CC4C=CC=CC=4)[C@H:24]([O:43]CC4C=CC=CC=4)[C@@H:23]([CH2:51][O:52]CC4C=CC=CC=4)[O:22]3)=[CH:17][C:5]=2[CH2:6][C:7]2[CH:8]=[C:9]3[C:14](=[CH:15][CH:16]=2)[O:13][CH2:12][CH2:11][CH2:10]3)[CH2:3][CH2:2]1. Product: [O:13]1[C:14]2[C:9](=[CH:8][C:7]([CH2:6][C:5]3[CH:17]=[C:18]([C@H:21]4[C@H:26]([OH:27])[C@@H:25]([OH:35])[C@H:24]([OH:43])[C@@H:23]([CH2:51][OH:52])[O:22]4)[CH:19]=[CH:20][C:4]=3[CH:1]3[CH2:2][CH2:3]3)=[CH:16][CH:15]=2)[CH2:10][CH2:11][CH2:12]1. The catalyst class is: 123. (3) Reactant: [CH:1]([O:4][C:5]1[CH:10]=[CH:9][C:8]([C:11]2[CH:16]=[CH:15][C:14]([OH:17])=[C:13]([N+:18]([O-])=O)[CH:12]=2)=[CH:7][CH:6]=1)([CH3:3])[CH3:2]. Product: [NH2:18][C:13]1[CH:12]=[C:11]([C:8]2[CH:9]=[CH:10][C:5]([O:4][CH:1]([CH3:3])[CH3:2])=[CH:6][CH:7]=2)[CH:16]=[CH:15][C:14]=1[OH:17]. The catalyst class is: 591. (4) Reactant: [CH3:1][C:2]([SH:5])([CH3:4])[CH3:3].[H-].[Na+].Br[C:9]1[CH:10]=[N:11][CH:12]=[C:13]([CH:16]=1)[C:14]#[N:15]. Product: [C:2]([S:5][C:9]1[CH:10]=[N:11][CH:12]=[C:13]([CH:16]=1)[C:14]#[N:15])([CH3:4])([CH3:3])[CH3:1]. The catalyst class is: 3. (5) Reactant: [Si:1]([O:8][CH2:9][C:10]1[C:18]2[O:17][N:16]=[C:15]([CH2:19][CH2:20][CH:21]3[CH2:26][CH2:25][N:24]([C:27]([O:29][C:30]([CH3:33])([CH3:32])[CH3:31])=[O:28])[CH2:23][CH2:22]3)[C:14]=2[CH:13]=[CH:12][C:11]=1[CH2:34][OH:35])([C:4]([CH3:7])([CH3:6])[CH3:5])([CH3:3])[CH3:2].[C:36]([C:38]1[CH:43]=[CH:42][C:41](O)=[CH:40][CH:39]=1)#[N:37].C1(P(C2C=CC=CC=2)C2C=CC=CC=2)C=CC=CC=1.N(C(OC(C)C)=O)=NC(OC(C)C)=O. Product: [Si:1]([O:8][CH2:9][C:10]1[C:18]2[O:17][N:16]=[C:15]([CH2:19][CH2:20][CH:21]3[CH2:22][CH2:23][N:24]([C:27]([O:29][C:30]([CH3:33])([CH3:32])[CH3:31])=[O:28])[CH2:25][CH2:26]3)[C:14]=2[CH:13]=[CH:12][C:11]=1[CH2:34][O:35][C:41]1[CH:42]=[CH:43][C:38]([C:36]#[N:37])=[CH:39][CH:40]=1)([C:4]([CH3:5])([CH3:7])[CH3:6])([CH3:3])[CH3:2]. The catalyst class is: 7. (6) Reactant: [F:1][C:2]([F:20])([F:19])[CH:3]1[CH2:8][CH2:7][C:6]([C:9]2[C:10]3[N:11]([N:15]=[C:16]([NH2:18])[N:17]=3)[CH:12]=[CH:13][CH:14]=2)=[CH:5][CH2:4]1. Product: [F:20][C:2]([F:1])([F:19])[CH:3]1[CH2:4][CH2:5][CH:6]([C:9]2[C:10]3[N:11]([N:15]=[C:16]([NH2:18])[N:17]=3)[CH:12]=[CH:13][CH:14]=2)[CH2:7][CH2:8]1. The catalyst class is: 19.